Predict the reaction yield, written as a fraction of the theoretical maximum amount of product (1.0 means a 100% yield; for example, 0.34 means a 34% yield). From a dataset of Reaction yield outcomes from USPTO patents with 853,638 reactions. The catalyst is O1CCCC1.[O-2].[O-2].[Mn+4]. The reactants are [N+:1]([C:4]1[CH:5]=[CH:6][C:7]2[O:11][C:10]([CH2:12][OH:13])=[CH:9][C:8]=2[CH:14]=1)([O-:3])=[O:2]. The yield is 0.850. The product is [CH:12]([C:10]1[O:11][C:7]2[CH:6]=[CH:5][C:4]([N+:1]([O-:3])=[O:2])=[CH:14][C:8]=2[CH:9]=1)=[O:13].